From a dataset of NCI-60 drug combinations with 297,098 pairs across 59 cell lines. Regression. Given two drug SMILES strings and cell line genomic features, predict the synergy score measuring deviation from expected non-interaction effect. (1) Drug 1: CN(C(=O)NC(C=O)C(C(C(CO)O)O)O)N=O. Drug 2: CC12CCC3C(C1CCC2OP(=O)(O)O)CCC4=C3C=CC(=C4)OC(=O)N(CCCl)CCCl.[Na+]. Cell line: LOX IMVI. Synergy scores: CSS=15.5, Synergy_ZIP=-7.46, Synergy_Bliss=-11.3, Synergy_Loewe=-7.03, Synergy_HSA=-5.36. (2) Drug 1: CC1C(C(CC(O1)OC2CC(CC3=C2C(=C4C(=C3O)C(=O)C5=C(C4=O)C(=CC=C5)OC)O)(C(=O)C)O)N)O.Cl. Drug 2: N.N.Cl[Pt+2]Cl. Synergy scores: CSS=-2.54, Synergy_ZIP=-6.44, Synergy_Bliss=-4.89, Synergy_Loewe=-35.0, Synergy_HSA=-7.00. Cell line: SNB-19.